From a dataset of Reaction yield outcomes from USPTO patents with 853,638 reactions. Predict the reaction yield, written as a fraction of the theoretical maximum amount of product (1.0 means a 100% yield; for example, 0.34 means a 34% yield). (1) The reactants are [N:1]1([C:7]2[N:12]=[C:11]3[CH:13]=[CH:14][NH:15][C:10]3=[CH:9][C:8]=2[C:16]2[CH:23]=[CH:22][C:19]([C:20]#[N:21])=[CH:18][CH:17]=2)[CH2:6][CH2:5][O:4][CH2:3][CH2:2]1.[C:24]([N:31]1[CH2:35][CH2:34][C@@H:33]([CH2:36]Br)[CH2:32]1)([O:26][C:27]([CH3:30])([CH3:29])[CH3:28])=[O:25].C(=O)([O-])[O-].[Cs+].[Cs+]. The catalyst is CN(C=O)C. The product is [C:20]([C:19]1[CH:18]=[CH:17][C:16]([C:8]2[CH:9]=[C:10]3[N:15]([CH2:36][C@@H:33]4[CH2:34][CH2:35][N:31]([C:24]([O:26][C:27]([CH3:28])([CH3:30])[CH3:29])=[O:25])[CH2:32]4)[CH:14]=[CH:13][C:11]3=[N:12][C:7]=2[N:1]2[CH2:6][CH2:5][O:4][CH2:3][CH2:2]2)=[CH:23][CH:22]=1)#[N:21]. The yield is 0.770. (2) The catalyst is CCOC(C)=O. The yield is 0.560. The product is [Cl:8][C:5]1[CH:6]=[CH:7][C:2]([C:22]2[CH:21]=[N:20][N:19]([CH:18]([F:33])[F:17])[CH:23]=2)=[C:3]([C:9]2[CH:14]=[C:13]([O:15][CH3:16])[N:12]=[CH:11][N:10]=2)[CH:4]=1. The reactants are Br[C:2]1[CH:7]=[CH:6][C:5]([Cl:8])=[CH:4][C:3]=1[C:9]1[CH:14]=[C:13]([O:15][CH3:16])[N:12]=[CH:11][N:10]=1.[F:17][CH:18]([F:33])[N:19]1[CH:23]=[C:22](B2OC(C)(C)C(C)(C)O2)[CH:21]=[N:20]1.OP([O-])(O)=O.[K+].C1COCC1. (3) The reactants are [C:1]([O:5][C:6](=[O:19])[NH:7][CH2:8][CH2:9][CH2:10][CH2:11][C:12]1[CH:17]=[CH:16][C:15]([NH2:18])=[CH:14][CH:13]=1)([CH3:4])([CH3:3])[CH3:2].[CH2:20]([O:22][C:23](=[O:28])[CH2:24][CH2:25][CH2:26]Br)[CH3:21].CN1CCOCC1. The catalyst is CN(C=O)C. The product is [CH2:20]([O:22][C:23](=[O:28])[CH2:24][CH2:25][CH2:26][NH:18][C:15]1[CH:14]=[CH:13][C:12]([CH2:11][CH2:10][CH2:9][CH2:8][NH:7][C:6]([O:5][C:1]([CH3:4])([CH3:2])[CH3:3])=[O:19])=[CH:17][CH:16]=1)[CH3:21]. The yield is 0.180. (4) The reactants are FC(F)(F)S(O[C:7]1[CH:12]=[CH:11][C:10]([C:13]2[C:17]3[CH:18]=[C:19]([C:22]4[O:23][C:24]([CH3:27])=[N:25][N:26]=4)[CH:20]=[CH:21][C:16]=3[O:15][CH:14]=2)=[CH:9][CH:8]=1)(=O)=O.[P:30]([O-:35])([O:33][CH3:34])[O:31][CH3:32].C(N(CC)C(C)C)(C)C. The catalyst is C1(C)C=CC=CC=1.C(OCC)(=O)C.C1C=CC([P]([Pd]([P](C2C=CC=CC=2)(C2C=CC=CC=2)C2C=CC=CC=2)([P](C2C=CC=CC=2)(C2C=CC=CC=2)C2C=CC=CC=2)[P](C2C=CC=CC=2)(C2C=CC=CC=2)C2C=CC=CC=2)(C2C=CC=CC=2)C2C=CC=CC=2)=CC=1. The product is [CH3:27][C:24]1[O:23][C:22]([C:19]2[CH:20]=[CH:21][C:16]3[O:15][CH:14]=[C:13]([C:10]4[CH:11]=[CH:12][C:7]([P:30](=[O:35])([O:33][CH3:34])[O:31][CH3:32])=[CH:8][CH:9]=4)[C:17]=3[CH:18]=2)=[N:26][N:25]=1. The yield is 0.550. (5) The reactants are [C:1]([C:4]1[NH:8][C:7]2[C:9]([Cl:13])=[C:10]([Cl:12])[S:11][C:6]=2[CH:5]=1)([OH:3])=O.[CH2:14]([NH2:21])[C:15]1[CH:20]=[CH:19][CH:18]=[CH:17][CH:16]=1.CCN(C(C)C)C(C)C.CCN=C=NCCCN(C)C. The catalyst is ClCCl. The product is [CH2:14]([NH:21][C:1]([C:4]1[NH:8][C:7]2[C:9]([Cl:13])=[C:10]([Cl:12])[S:11][C:6]=2[CH:5]=1)=[O:3])[C:15]1[CH:20]=[CH:19][CH:18]=[CH:17][CH:16]=1. The yield is 0.750.